Dataset: Forward reaction prediction with 1.9M reactions from USPTO patents (1976-2016). Task: Predict the product of the given reaction. (1) Given the reactants [NH2:1][C:2]1[C:7]([Cl:8])=[CH:6][C:5]([Br:9])=[CH:4][C:3]=1[C:10](=O)[CH3:11].OS(O)(=O)=O.[N:18]([O-])=O.[Na+].O.O.Cl[Sn]Cl, predict the reaction product. The product is: [Br:9][C:5]1[CH:4]=[C:3]2[C:2](=[C:7]([Cl:8])[CH:6]=1)[NH:1][N:18]=[C:10]2[CH3:11]. (2) The product is: [CH3:15][C:14]1[S:16][CH:8]=[C:7]([C:6]2[CH:11]=[CH:12][CH:13]=[C:4]([N+:1]([O-:3])=[O:2])[CH:5]=2)[N:17]=1. Given the reactants [N+:1]([C:4]1[CH:5]=[C:6]([CH:11]=[CH:12][CH:13]=1)[C:7](=O)[CH2:8]Br)([O-:3])=[O:2].[C:14]([NH2:17])(=[S:16])[CH3:15], predict the reaction product. (3) Given the reactants [F:1][C:2]1[CH:3]=[CH:4][CH:5]=[C:6]2[C:10]=1[NH:9][CH:8]=[C:7]2[CH2:11]N(C)C.[CH2:15]([O:17][C:18](=[O:28])[CH:19]([NH:25][CH:26]=[O:27])[C:20]([O:22][CH2:23][CH3:24])=[O:21])[CH3:16].[OH-].[Na+], predict the reaction product. The product is: [CH2:23]([O:22][C:20](=[O:21])[C:19]([CH2:11][C:7]1[C:6]2[C:10](=[C:2]([F:1])[CH:3]=[CH:4][CH:5]=2)[NH:9][CH:8]=1)([NH:25][CH:26]=[O:27])[C:18]([O:17][CH2:15][CH3:16])=[O:28])[CH3:24]. (4) Given the reactants [CH3:1][O:2][C:3](=[O:33])[C@H:4]([CH2:23][C:24]1[CH:29]=[CH:28][C:27]([N+:30]([O-:32])=[O:31])=[CH:26][CH:25]=1)[NH:5][C:6]([C:8]1([CH2:13][CH2:14][NH:15][C:16]([O:18][C:19]([CH3:22])([CH3:21])[CH3:20])=[O:17])[CH2:12][CH2:11][CH2:10][CH2:9]1)=O.COC1C=CC(P2(SP(C3C=CC(OC)=CC=3)(=S)S2)=[S:43])=CC=1, predict the reaction product. The product is: [CH3:1][O:2][C:3](=[O:33])[C@H:4]([CH2:23][C:24]1[CH:29]=[CH:28][C:27]([N+:30]([O-:32])=[O:31])=[CH:26][CH:25]=1)[NH:5][C:6]([C:8]1([CH2:13][CH2:14][NH:15][C:16]([O:18][C:19]([CH3:22])([CH3:21])[CH3:20])=[O:17])[CH2:12][CH2:11][CH2:10][CH2:9]1)=[S:43]. (5) Given the reactants Br[C:2]1[C:7]2[CH:8]=[CH:9][O:10][C:6]=2[C:5]([Br:11])=[CH:4][N:3]=1.C(O[Na])=O, predict the reaction product. The product is: [Br:11][C:5]1[C:6]2[O:10][CH:9]=[CH:8][C:7]=2[CH:2]=[N:3][CH:4]=1. (6) Given the reactants [Cl:1][C:2]1[CH:3]=[C:4]([CH:7]=[C:8]([O:10][C:11]2[C:16]([Cl:17])=[CH:15][CH:14]=[C:13]([CH2:18][N:19]3C(=O)C4C(=CC=CC=4)C3=O)[C:12]=2[F:30])[CH:9]=1)[C:5]#[N:6].O.NN, predict the reaction product. The product is: [NH2:19][CH2:18][C:13]1[C:12]([F:30])=[C:11]([O:10][C:8]2[CH:7]=[C:4]([CH:3]=[C:2]([Cl:1])[CH:9]=2)[C:5]#[N:6])[C:16]([Cl:17])=[CH:15][CH:14]=1. (7) Given the reactants [C:1]([Si:5]([O:18][CH:19]1[CH2:23][CH:22](Br)[CH:21]([Br:25])[CH2:20]1)([C:12]1[CH:17]=[CH:16][CH:15]=[CH:14][CH:13]=1)[C:6]1[CH:11]=[CH:10][CH:9]=[CH:8][CH:7]=1)([CH3:4])([CH3:3])[CH3:2].CC(C)([O-])C.[K+].O, predict the reaction product. The product is: [Br:25][C:21]1[CH2:20][CH:19]([O:18][Si:5]([C:1]([CH3:4])([CH3:3])[CH3:2])([C:12]2[CH:17]=[CH:16][CH:15]=[CH:14][CH:13]=2)[C:6]2[CH:11]=[CH:10][CH:9]=[CH:8][CH:7]=2)[CH2:23][CH:22]=1. (8) Given the reactants [CH3:1][C:2]1[N:3]=[C:4]([C:20]2[CH:25]=[CH:24][C:23]([C:26]([F:29])([F:28])[F:27])=[CH:22][CH:21]=2)[S:5][C:6]=1[CH2:7][S:8][C:9]1[CH:10]=[C:11]2[C:16](=[CH:17][CH:18]=1)[C:15](=[O:19])[CH2:14][CH2:13][CH2:12]2.O.[C:31]([OH:35])(=[O:34])[CH:32]=O, predict the reaction product. The product is: [CH3:1][C:2]1[N:3]=[C:4]([C:20]2[CH:25]=[CH:24][C:23]([C:26]([F:29])([F:27])[F:28])=[CH:22][CH:21]=2)[S:5][C:6]=1[CH2:7][S:8][C:9]1[CH:10]=[C:11]2[C:16](=[CH:17][CH:18]=1)[C:15](=[O:19])[C:14](=[CH:32][C:31]([OH:35])=[O:34])[CH2:13][CH2:12]2.